Task: Regression. Given two drug SMILES strings and cell line genomic features, predict the synergy score measuring deviation from expected non-interaction effect.. Dataset: NCI-60 drug combinations with 297,098 pairs across 59 cell lines (1) Drug 1: COC1=CC(=CC(=C1O)OC)C2C3C(COC3=O)C(C4=CC5=C(C=C24)OCO5)OC6C(C(C7C(O6)COC(O7)C8=CC=CS8)O)O. Drug 2: C1=CC(=CC=C1C#N)C(C2=CC=C(C=C2)C#N)N3C=NC=N3. Cell line: COLO 205. Synergy scores: CSS=42.9, Synergy_ZIP=2.51, Synergy_Bliss=1.20, Synergy_Loewe=-24.0, Synergy_HSA=0.465. (2) Drug 1: C1CCC(CC1)NC(=O)N(CCCl)N=O. Drug 2: COCCOC1=C(C=C2C(=C1)C(=NC=N2)NC3=CC=CC(=C3)C#C)OCCOC.Cl. Cell line: OVCAR-5. Synergy scores: CSS=9.98, Synergy_ZIP=-4.12, Synergy_Bliss=-0.0177, Synergy_Loewe=-0.205, Synergy_HSA=0.592. (3) Drug 1: CCCCC(=O)OCC(=O)C1(CC(C2=C(C1)C(=C3C(=C2O)C(=O)C4=C(C3=O)C=CC=C4OC)O)OC5CC(C(C(O5)C)O)NC(=O)C(F)(F)F)O. Drug 2: C(CC(=O)O)C(=O)CN.Cl. Cell line: SK-MEL-5. Synergy scores: CSS=49.0, Synergy_ZIP=-2.33, Synergy_Bliss=-0.368, Synergy_Loewe=-6.71, Synergy_HSA=1.41. (4) Drug 1: CC(CN1CC(=O)NC(=O)C1)N2CC(=O)NC(=O)C2. Drug 2: CC1C(C(CC(O1)OC2CC(CC3=C2C(=C4C(=C3O)C(=O)C5=C(C4=O)C(=CC=C5)OC)O)(C(=O)CO)O)N)O.Cl. Cell line: 786-0. Synergy scores: CSS=33.2, Synergy_ZIP=-5.46, Synergy_Bliss=-8.01, Synergy_Loewe=-18.2, Synergy_HSA=-5.10. (5) Drug 1: CC1C(C(CC(O1)OC2CC(CC3=C2C(=C4C(=C3O)C(=O)C5=C(C4=O)C(=CC=C5)OC)O)(C(=O)CO)O)N)O.Cl. Drug 2: CC(C)CN1C=NC2=C1C3=CC=CC=C3N=C2N. Cell line: OVCAR3. Synergy scores: CSS=25.2, Synergy_ZIP=-7.03, Synergy_Bliss=-1.74, Synergy_Loewe=-3.98, Synergy_HSA=-3.03. (6) Drug 1: CCC1=CC2CC(C3=C(CN(C2)C1)C4=CC=CC=C4N3)(C5=C(C=C6C(=C5)C78CCN9C7C(C=CC9)(C(C(C8N6C)(C(=O)OC)O)OC(=O)C)CC)OC)C(=O)OC.C(C(C(=O)O)O)(C(=O)O)O. Drug 2: C1CNP(=O)(OC1)N(CCCl)CCCl. Cell line: TK-10. Synergy scores: CSS=5.08, Synergy_ZIP=-7.53, Synergy_Bliss=-1.34, Synergy_Loewe=-4.48, Synergy_HSA=0.0572.